Dataset: Full USPTO retrosynthesis dataset with 1.9M reactions from patents (1976-2016). Task: Predict the reactants needed to synthesize the given product. (1) Given the product [CH3:1][C:2]1[N:3]([S:8]([C:11]2[CH:12]=[CH:13][C:14]([NH2:17])=[CH:15][CH:16]=2)(=[O:10])=[O:9])[C:4]([CH3:7])=[CH:5][CH:6]=1, predict the reactants needed to synthesize it. The reactants are: [CH3:1][C:2]1[N:3]([S:8]([C:11]2[CH:16]=[CH:15][C:14]([N+:17]([O-])=O)=[CH:13][CH:12]=2)(=[O:10])=[O:9])[C:4]([CH3:7])=[CH:5][CH:6]=1. (2) Given the product [Cl:1][C:2]1[C:10]([N+:11]([O-:13])=[O:12])=[CH:9][CH:8]=[CH:7][C:3]=1[C:4]#[N:6], predict the reactants needed to synthesize it. The reactants are: [Cl:1][C:2]1[C:10]([N+:11]([O-:13])=[O:12])=[CH:9][CH:8]=[CH:7][C:3]=1[C:4]([NH2:6])=O. (3) Given the product [NH2:14][C@@H:5]([CH2:6][S:7][C:8]1[CH:9]=[CH:10][CH:11]=[CH:12][CH:13]=1)[CH2:4][C:3]([N:2]([CH3:1])[CH3:26])=[O:25], predict the reactants needed to synthesize it. The reactants are: [CH3:1][N:2]([CH3:26])[C:3](=[O:25])[CH2:4][C@@H:5]([NH:14]C(=O)OCC1C=CC=CC=1)[CH2:6][S:7][C:8]1[CH:13]=[CH:12][CH:11]=[CH:10][CH:9]=1. (4) The reactants are: C(OC1C=CC(N2CCN(CCCC3CCCCC3)CC2)=CC=1Cl)C1C=CC=CC=1.C([O:38][C:39]1[CH:44]=[CH:43][C:42]([N:45]2[CH2:50][CH2:49][N:48]([CH2:51][CH2:52][C:53]3[CH:58]=[CH:57][CH:56]=[CH:55][CH:54]=3)[CH2:47][CH2:46]2)=[C:41]([Cl:59])[CH:40]=1)C1C=CC=CC=1. Given the product [Cl:59][C:41]1[CH:40]=[C:39]([OH:38])[CH:44]=[CH:43][C:42]=1[N:45]1[CH2:50][CH2:49][N:48]([CH2:51][CH2:52][C:53]2[CH:54]=[CH:55][CH:56]=[CH:57][CH:58]=2)[CH2:47][CH2:46]1, predict the reactants needed to synthesize it. (5) The reactants are: [O:1]=[C:2]1[N:11]([C:12]2[CH:17]=[CH:16][C:15]([NH:18][C:19]([NH:21][S:22]([C:25]3[S:26][C:27]([N+:30]([O-])=O)=[CH:28][CH:29]=3)(=[O:24])=[O:23])=[O:20])=[CH:14][CH:13]=2)[C:10](=[O:33])[C:9]2[C:4](=[CH:5][CH:6]=[CH:7][CH:8]=2)[NH:3]1.C(N(CC)CC)C. Given the product [NH2:30][C:27]1[S:26][C:25]([S:22]([NH:21][C:19]([NH:18][C:15]2[CH:16]=[CH:17][C:12]([N:11]3[C:10](=[O:33])[C:9]4[C:4](=[CH:5][CH:6]=[CH:7][CH:8]=4)[NH:3][C:2]3=[O:1])=[CH:13][CH:14]=2)=[O:20])(=[O:23])=[O:24])=[CH:29][CH:28]=1, predict the reactants needed to synthesize it. (6) Given the product [CH3:21][O:20][C:18]([CH:17]1[CH2:16][CH2:15][CH2:14][CH2:13][CH2:12][CH2:11][CH:10]=[CH:9][CH2:8][CH2:7][CH2:6][CH2:5][CH2:4][CH2:3][CH2:2][C:1]1=[O:23])=[O:19], predict the reactants needed to synthesize it. The reactants are: [C:1]([O:23]C)(=O)[CH2:2][CH2:3][CH2:4][CH2:5][CH2:6][CH2:7][CH2:8]/[CH:9]=[CH:10]\[CH2:11][CH2:12][CH2:13][CH2:14][CH2:15][CH2:16][CH2:17][C:18]([O:20][CH3:21])=[O:19].N(CCCC)(CCCC)CCCC.O. (7) Given the product [CH2:40]([N:39]([CH2:44][CH2:45][CH2:46][CH3:47])[C:37]([C:35]1[N:36]=[C:32]([C:8]2[CH:17]=[CH:16][C:11]([C:12]([O:14][CH3:15])=[O:13])=[CH:10][C:9]=2[C:18]([N:20]2[CH2:29][CH2:28][C:27]3[C:22](=[CH:23][CH:24]=[CH:25][CH:26]=3)[CH2:21]2)=[O:19])[N:33]([CH2:48][O:49][CH2:50][CH2:51][Si:52]([CH3:55])([CH3:54])[CH3:53])[CH:34]=1)=[O:38])[CH2:41][CH2:42][CH3:43], predict the reactants needed to synthesize it. The reactants are: CC1(C)COB([C:8]2[CH:17]=[CH:16][C:11]([C:12]([O:14][CH3:15])=[O:13])=[CH:10][C:9]=2[C:18]([N:20]2[CH2:29][CH2:28][C:27]3[C:22](=[CH:23][CH:24]=[CH:25][CH:26]=3)[CH2:21]2)=[O:19])OC1.Br[C:32]1[N:33]([CH2:48][O:49][CH2:50][CH2:51][Si:52]([CH3:55])([CH3:54])[CH3:53])[CH:34]=[C:35]([C:37]([N:39]([CH2:44][CH2:45][CH2:46][CH3:47])[CH2:40][CH2:41][CH2:42][CH3:43])=[O:38])[N:36]=1.[O-]P([O-])([O-])=O.[K+].[K+].[K+]. (8) Given the product [C:14]([C:18]1[CH:19]=[C:20]2[C:25](=[C:26]([F:28])[CH:27]=1)[C:24](=[O:29])[N:23]([C:30]1[C:38]([CH2:37][OH:36])=[C:34]([N:9]3[C:7]4=[N:8][C:3]([CH:1]=[CH2:2])=[CH:4][CH:5]=[C:6]4[C:11]([C:12]#[N:13])=[CH:10]3)[CH:33]=[CH:32][CH:31]=1)[N:22]=[CH:21]2)([CH3:17])([CH3:15])[CH3:16], predict the reactants needed to synthesize it. The reactants are: [CH:1]([C:3]1[N:8]=[C:7]2[NH:9][CH:10]=[C:11]([C:12]#[N:13])[C:6]2=[CH:5][CH:4]=1)=[CH2:2].[C:14]([C:18]1[CH:19]=[C:20]2[C:25](=[C:26]([F:28])[CH:27]=1)[C:24](=[O:29])[N:23]([C:30]1[C:38]3[CH2:37][O:36]B(O)[C:34]=3[CH:33]=[CH:32][CH:31]=1)[N:22]=[CH:21]2)([CH3:17])([CH3:16])[CH3:15].N1C=CC=CC=1.[NH4+].[Cl-]. (9) The reactants are: B(OB=O)=O.[C:6]([CH2:9][C:10](=[O:12])[CH3:11])(=[O:8])[CH3:7].B(OCCCC)(OCCCC)OCCCC.O=[CH:30][C:31]1[CH:39]=[CH:38][C:36]([OH:37])=[C:33]([O:34][CH3:35])[CH:32]=1.C(N)CCC.Cl. Given the product [OH:37][C:36]1[CH:38]=[CH:39][C:31](/[CH:30]=[CH:11]/[C:10](=[O:12])[CH2:9][C:6](=[O:8])[CH3:7])=[CH:32][C:33]=1[O:34][CH3:35], predict the reactants needed to synthesize it. (10) Given the product [CH2:1]([O:8][CH2:9][C:10]([CH3:13])([CH3:11])[C:17]([OH:18])=[O:20])[C:2]1[CH:7]=[CH:6][CH:5]=[CH:4][CH:3]=1, predict the reactants needed to synthesize it. The reactants are: [CH2:1]([O:8][CH2:9][C:10](C)([CH3:13])[C:11]#N)[C:2]1[CH:7]=[CH:6][CH:5]=[CH:4][CH:3]=1.[OH-].[K+].[C:17](=[O:20])([O-])[O-:18].[K+].[K+].